This data is from NCI-60 drug combinations with 297,098 pairs across 59 cell lines. The task is: Regression. Given two drug SMILES strings and cell line genomic features, predict the synergy score measuring deviation from expected non-interaction effect. Drug 1: CC1C(C(CC(O1)OC2CC(CC3=C2C(=C4C(=C3O)C(=O)C5=C(C4=O)C(=CC=C5)OC)O)(C(=O)C)O)N)O.Cl. Drug 2: CC1=C(C(CCC1)(C)C)C=CC(=CC=CC(=CC(=O)O)C)C. Cell line: HS 578T. Synergy scores: CSS=27.4, Synergy_ZIP=-1.56, Synergy_Bliss=2.91, Synergy_Loewe=4.14, Synergy_HSA=4.39.